The task is: Predict which catalyst facilitates the given reaction.. This data is from Catalyst prediction with 721,799 reactions and 888 catalyst types from USPTO. Reactant: [C:1]1([C:7]2[CH:23]=[CH:22][C:10]3[C:11]([CH2:14][CH2:15][CH:16]4[CH2:21][CH2:20][NH:19][CH2:18][CH2:17]4)=[N:12][O:13][C:9]=3[C:8]=2[CH2:24][OH:25])[CH:6]=[CH:5][CH:4]=[CH:3][CH:2]=1.Br[CH2:27][CH:28]1[O:32][CH2:31][CH2:30][O:29]1.C(=O)([O-])[O-].[K+].[K+].O. Product: [O:29]1[CH2:30][CH2:31][O:32][CH:28]1[CH2:27][N:19]1[CH2:18][CH2:17][CH:16]([CH2:15][CH2:14][C:11]2[C:10]3[CH:22]=[CH:23][C:7]([C:1]4[CH:2]=[CH:3][CH:4]=[CH:5][CH:6]=4)=[C:8]([CH2:24][OH:25])[C:9]=3[O:13][N:12]=2)[CH2:21][CH2:20]1. The catalyst class is: 42.